This data is from Full USPTO retrosynthesis dataset with 1.9M reactions from patents (1976-2016). The task is: Predict the reactants needed to synthesize the given product. (1) The reactants are: [CH3:1][C:2]1[NH:3][C:4]2[C:9]([CH:10]=1)=[CH:8][C:7]([O:11][CH3:12])=[CH:6][CH:5]=2.[H-].[Na+].Br[CH2:16][C:17]([O:19][CH2:20][CH3:21])=[O:18]. Given the product [CH2:20]([O:19][C:17](=[O:18])[CH2:16][N:3]1[C:4]2[C:9](=[CH:8][C:7]([O:11][CH3:12])=[CH:6][CH:5]=2)[CH:10]=[C:2]1[CH3:1])[CH3:21], predict the reactants needed to synthesize it. (2) Given the product [Cl:1][C:2]1[CH:3]=[C:4]([NH:17][C:18]2[C:23]([NH:24][CH3:25])=[C:22]([I:32])[N:21]=[CH:20][N:19]=2)[CH:5]=[CH:6][C:7]=1[O:8][C:9]1[CH:10]=[C:11]([CH:12]=[CH:13][CH:14]=1)[C:15]#[N:16], predict the reactants needed to synthesize it. The reactants are: [Cl:1][C:2]1[CH:3]=[C:4]([NH:17][C:18]2[C:23]([N:24](C)[C:25](=O)C(F)(F)F)=[C:22]([I:32])[N:21]=[CH:20][N:19]=2)[CH:5]=[CH:6][C:7]=1[O:8][C:9]1[CH:14]=[CH:13][CH:12]=[C:11]([C:15]#[N:16])[CH:10]=1.[BH4-].[Na+].C(OCC)(=O)C.